From a dataset of Forward reaction prediction with 1.9M reactions from USPTO patents (1976-2016). Predict the product of the given reaction. (1) Given the reactants [OH:1][CH2:2][CH:3]1[CH2:8][CH2:7][N:6]([C:9]([O:11][C:12]([CH3:15])([CH3:14])[CH3:13])=[O:10])[CH2:5][CH2:4]1.C(N(C(C)C)CC)(C)C.ClC(Cl)(O[C:29](=[O:35])OC(Cl)(Cl)Cl)Cl.[C:37]1([C:43]2[N:44]=[C:45]([C:48]3[CH:54]=[CH:53][CH:52]=[CH:51][C:49]=3[NH2:50])[S:46][CH:47]=2)[CH:42]=[CH:41][CH:40]=[CH:39][CH:38]=1.C(=O)(O)[O-].[Na+], predict the reaction product. The product is: [C:37]1([C:43]2[N:44]=[C:45]([C:48]3[CH:54]=[CH:53][CH:52]=[CH:51][C:49]=3[NH:50][C:29]([O:1][CH2:2][CH:3]3[CH2:8][CH2:7][N:6]([C:9]([O:11][C:12]([CH3:15])([CH3:14])[CH3:13])=[O:10])[CH2:5][CH2:4]3)=[O:35])[S:46][CH:47]=2)[CH:38]=[CH:39][CH:40]=[CH:41][CH:42]=1. (2) The product is: [C:1]([NH:5][C:6](=[O:35])[C:7]1[CH:12]=[CH:11][CH:10]=[C:9]([O:13][C:14]2[CH:19]=[CH:18][C:17]([NH:20][C:21]3[C:31]4[CH:30]=[C:29]([CH:32]=[N:38][O:39][CH2:40][CH2:41][N:42]5[CH2:47][CH2:46][O:45][CH2:44][CH2:43]5)[CH2:28][CH2:27][NH:26][C:25]=4[N:24]=[CH:23][N:22]=3)=[CH:16][C:15]=2[Cl:34])[CH:8]=1)([CH3:4])([CH3:2])[CH3:3]. Given the reactants [C:1]([NH:5][C:6](=[O:35])[C:7]1[CH:12]=[CH:11][CH:10]=[C:9]([O:13][C:14]2[CH:19]=[CH:18][C:17]([NH:20][C:21]3[C:31]4[CH:30]=[C:29]([CH:32]=O)[CH2:28][CH2:27][NH:26][C:25]=4[N:24]=[CH:23][N:22]=3)=[CH:16][C:15]=2[Cl:34])[CH:8]=1)([CH3:4])([CH3:3])[CH3:2].Cl.Cl.[NH2:38][O:39][CH2:40][CH2:41][N:42]1[CH2:47][CH2:46][O:45][CH2:44][CH2:43]1.C([O-])(=O)C.[Na+], predict the reaction product. (3) Given the reactants [N:1]1([C:6]2[CH:11]=[CH:10][C:9]([CH:12]([O:16][CH3:17])[C:13]([O-:15])=[O:14])=[CH:8][CH:7]=2)[CH:5]=[CH:4][CH:3]=[N:2]1.[K+].S(=O)(=O)(O)O.O.[C:25]([O-])(O)=O.[Na+], predict the reaction product. The product is: [N:1]1([C:6]2[CH:7]=[CH:8][C:9]([CH:12]([O:16][CH3:17])[C:13]([O:15][CH3:25])=[O:14])=[CH:10][CH:11]=2)[CH:5]=[CH:4][CH:3]=[N:2]1. (4) The product is: [CH3:1][C:2](=[CH:4][CH2:5][CH2:6][C@H:7]([C@@H:9]1[C@:26]2([CH3:27])[C@H:12]([C:13]3[C@H:23]([CH2:24][CH2:25]2)[C@:21]2([CH3:22])[C:16](=[CH:17][C:18](=[O:28])[CH2:19][CH2:20]2)[CH2:15][CH:14]=3)[CH2:11][CH2:10]1)[CH3:8])[CH3:3]. Given the reactants [CH3:1][C:2](=[CH:4][CH2:5][CH2:6][C@H:7]([C@@H:9]1[C@:26]2([CH3:27])[C@H:12]([C:13]3[C@H:23]([CH2:24][CH2:25]2)[C@:21]2([CH3:22])[C:16]([CH2:17][C@@H:18]([OH:28])[CH2:19][CH2:20]2)=[CH:15][CH:14]=3)[CH2:11][CH2:10]1)[CH3:8])[CH3:3].C1(=O)CCCCC1.CC(C)[O-].[Al+3].CC(C)[O-].CC(C)[O-].O, predict the reaction product. (5) Given the reactants C([O:8][C:9]1[CH:14]=[CH:13][N:12]=[C:11]([O:15][CH3:16])[CH:10]=1)C1C=CC=CC=1.[H][H], predict the reaction product. The product is: [CH3:16][O:15][C:11]1[CH:10]=[C:9]([OH:8])[CH:14]=[CH:13][N:12]=1. (6) Given the reactants [Cl-].O[NH3+:3].[C:4](=[O:7])([O-])[OH:5].[Na+].CS(C)=O.[CH:13]1([CH2:16][O:17][C:18]2[N:23]=[CH:22][C:21]([C:24]3[C:29](=[O:30])[N:28]([CH2:31][C:32]4[CH:37]=[CH:36][C:35]([C:38]5[C:39]([C:44]#[N:45])=[CH:40][CH:41]=[CH:42][CH:43]=5)=[CH:34][C:33]=4[F:46])[C:27]([CH2:47][CH2:48][CH3:49])=[N:26][C:25]=3[CH3:50])=[CH:20][CH:19]=2)[CH2:15][CH2:14]1, predict the reaction product. The product is: [CH:13]1([CH2:16][O:17][C:18]2[N:23]=[CH:22][C:21]([C:24]3[C:29](=[O:30])[N:28]([CH2:31][C:32]4[CH:37]=[CH:36][C:35]([C:38]5[CH:43]=[CH:42][CH:41]=[CH:40][C:39]=5[C:44]5[NH:3][C:4](=[O:7])[O:5][N:45]=5)=[CH:34][C:33]=4[F:46])[C:27]([CH2:47][CH2:48][CH3:49])=[N:26][C:25]=3[CH3:50])=[CH:20][CH:19]=2)[CH2:15][CH2:14]1.